The task is: Predict the reactants needed to synthesize the given product.. This data is from Full USPTO retrosynthesis dataset with 1.9M reactions from patents (1976-2016). Given the product [CH3:11][O:12][C:13]1[CH:18]=[CH:17][C:16]([NH:19][C:20](=[O:30])[C:21]2[CH:26]=[C:25]([CH2:27][NH:28][C:4]([C:3]([CH3:8])([CH3:7])[C:2]([F:10])([F:9])[F:1])=[O:5])[CH:24]=[CH:23][C:22]=2[Cl:29])=[CH:15][C:14]=1[C:31]([NH:33][C:34]1[CH:35]=[CH:36][C:37]([Br:40])=[CH:38][CH:39]=1)=[O:32], predict the reactants needed to synthesize it. The reactants are: [F:1][C:2]([F:10])([F:9])[C:3]([CH3:8])([CH3:7])[C:4](O)=[O:5].[CH3:11][O:12][C:13]1[CH:18]=[CH:17][C:16]([NH:19][C:20](=[O:30])[C:21]2[CH:26]=[C:25]([CH2:27][NH2:28])[CH:24]=[CH:23][C:22]=2[Cl:29])=[CH:15][C:14]=1[C:31]([NH:33][C:34]1[CH:39]=[CH:38][C:37]([Br:40])=[CH:36][CH:35]=1)=[O:32].C(N(CC)CC)C.CN(C(ON1N=NC2C=CC=CC1=2)=[N+](C)C)C.[B-](F)(F)(F)F.